This data is from Catalyst prediction with 721,799 reactions and 888 catalyst types from USPTO. The task is: Predict which catalyst facilitates the given reaction. Reactant: [CH3:1][N:2]1[CH2:10][C:9]2[C:4](=[C:5]([N+:21]([O-])=O)[CH:6]=[CH:7][C:8]=2[N:11]2[CH2:16][CH2:15][CH:14]([C:17]([O:19][CH3:20])=[O:18])[CH2:13][CH2:12]2)[C:3]1=[O:24].[H][H]. Product: [NH2:21][C:5]1[CH:6]=[CH:7][C:8]([N:11]2[CH2:12][CH2:13][CH:14]([C:17]([O:19][CH3:20])=[O:18])[CH2:15][CH2:16]2)=[C:9]2[C:4]=1[C:3](=[O:24])[N:2]([CH3:1])[CH2:10]2. The catalyst class is: 19.